Dataset: Catalyst prediction with 721,799 reactions and 888 catalyst types from USPTO. Task: Predict which catalyst facilitates the given reaction. Reactant: [NH:1]1[CH:5]=[CH:4][C:3]([CH:6]=[CH:7][C:8]#[N:9])=[CH:2]1.[H-].[Na+].[CH3:12]I. Product: [CH3:12][N:1]1[CH:5]=[CH:4][C:3]([CH:6]=[CH:7][C:8]#[N:9])=[CH:2]1. The catalyst class is: 3.